The task is: Predict the product of the given reaction.. This data is from Forward reaction prediction with 1.9M reactions from USPTO patents (1976-2016). (1) Given the reactants [CH2:1]([O:3][C:4](=[O:35])[C@@H:5]([O:33][CH3:34])[CH2:6][C:7]1[CH:12]=[CH:11][C:10]([O:13][CH2:14][CH2:15][CH2:16][O:17][C:18]2[CH:23]=[CH:22][C:21]([C:24](=[O:32])[C:25]3[CH:30]=[CH:29][C:28]([F:31])=[CH:27][CH:26]=3)=[CH:20][CH:19]=2)=[CH:9][CH:8]=1)[CH3:2].[BH4-].[Na+], predict the reaction product. The product is: [CH2:1]([O:3][C:4](=[O:35])[C@@H:5]([O:33][CH3:34])[CH2:6][C:7]1[CH:8]=[CH:9][C:10]([O:13][CH2:14][CH2:15][CH2:16][O:17][C:18]2[CH:23]=[CH:22][C:21]([CH:24]([C:25]3[CH:30]=[CH:29][C:28]([F:31])=[CH:27][CH:26]=3)[OH:32])=[CH:20][CH:19]=2)=[CH:11][CH:12]=1)[CH3:2]. (2) Given the reactants [C:1]([C:5]1[N:6]=[C:7]([N:22]2[CH2:27][CH2:26][O:25][CH2:24][CH2:23]2)[C:8]2[N:13]=[N:12][N:11]([CH2:14][C:15]3[CH:20]=[CH:19][CH:18]=[CH:17][C:16]=3[Cl:21])[C:9]=2[N:10]=1)([CH3:4])([CH3:3])[CH3:2].[C:28](C1N=C(Cl)C2N=NN(CC3C=CC=CC=3Cl)C=2N=1)(C)(C)C.Cl.N1CCC[C@@H](O)C1, predict the reaction product. The product is: [C:1]([C:5]1[N:6]=[C:7]([N:22]2[CH2:27][CH2:26][CH2:28][C@@H:24]([OH:25])[CH2:23]2)[C:8]2[N:13]=[N:12][N:11]([CH2:14][C:15]3[CH:20]=[CH:19][CH:18]=[CH:17][C:16]=3[Cl:21])[C:9]=2[N:10]=1)([CH3:2])([CH3:3])[CH3:4].